Dataset: Reaction yield outcomes from USPTO patents with 853,638 reactions. Task: Predict the reaction yield, written as a fraction of the theoretical maximum amount of product (1.0 means a 100% yield; for example, 0.34 means a 34% yield). (1) The reactants are [CH:1]1([C:4]2[CH:9]=[C:8]([NH:10][CH2:11][CH2:12][CH2:13][C:14]3[CH:19]=[CH:18][CH:17]=[CH:16][CH:15]=3)[C:7]([NH2:20])=[CH:6][C:5]=2[CH3:21])[CH2:3][CH2:2]1.[NH:22]1[C:30](=[O:31])[C:28](=O)[C:26](=O)[NH:25][C:23]1=[O:24].B(O)(O)O. The catalyst is C(O)(=O)C. The product is [CH:1]1([C:4]2[C:5]([CH3:21])=[CH:6][C:7]3[N:20]=[C:28]4[C:26]([N:10]([CH2:11][CH2:12][CH2:13][C:14]5[CH:15]=[CH:16][CH:17]=[CH:18][CH:19]=5)[C:8]=3[CH:9]=2)=[N:25][C:23](=[O:24])[NH:22][C:30]4=[O:31])[CH2:3][CH2:2]1. The yield is 0.540. (2) The reactants are [CH3:1][N:2]([CH3:33])[C:3]1[C:16]2[C:15](=[O:17])[N:14]([C:18]3[CH:19]=[C:20]([C:24]4[O:28][C:27](=[O:29])[N:26]([CH3:30])[N:25]=4)[CH:21]=[CH:22][CH:23]=3)[CH2:13][C@H:12]3[N:8]([CH2:9][CH2:10][CH2:11]3)[C:7]=2[N:6]=[C:5](SC)[N:4]=1.ClC1C=CC=C(C(OO)=O)C=1.C(=O)(O)[O-].[Na+].[CH2:50]([NH2:52])[CH3:51].C1COCC1. The catalyst is ClCCl.C(Cl)(Cl)Cl. The product is [CH3:1][N:2]([CH3:33])[C:3]1[C:16]2[C:15](=[O:17])[N:14]([C:18]3[CH:19]=[C:20]([C:24]4[O:28][C:27](=[O:29])[N:26]([CH3:30])[N:25]=4)[CH:21]=[CH:22][CH:23]=3)[CH2:13][C@H:12]3[N:8]([CH2:9][CH2:10][CH2:11]3)[C:7]=2[N:6]=[C:5]([NH:52][CH2:50][CH3:51])[N:4]=1. The yield is 0.710.